The task is: Regression. Given two drug SMILES strings and cell line genomic features, predict the synergy score measuring deviation from expected non-interaction effect.. This data is from NCI-60 drug combinations with 297,098 pairs across 59 cell lines. (1) Drug 1: C1=C(C(=O)NC(=O)N1)N(CCCl)CCCl. Drug 2: B(C(CC(C)C)NC(=O)C(CC1=CC=CC=C1)NC(=O)C2=NC=CN=C2)(O)O. Cell line: NCI-H522. Synergy scores: CSS=24.0, Synergy_ZIP=-1.14, Synergy_Bliss=-6.42, Synergy_Loewe=-3.19, Synergy_HSA=-3.19. (2) Drug 1: C1=CC(=CC=C1CC(C(=O)O)N)N(CCCl)CCCl.Cl. Drug 2: C1=NC2=C(N=C(N=C2N1C3C(C(C(O3)CO)O)F)Cl)N. Cell line: OVCAR-5. Synergy scores: CSS=9.23, Synergy_ZIP=-5.66, Synergy_Bliss=3.12, Synergy_Loewe=-7.02, Synergy_HSA=0.494.